Dataset: Catalyst prediction with 721,799 reactions and 888 catalyst types from USPTO. Task: Predict which catalyst facilitates the given reaction. (1) Reactant: Cl.O1CCCCC1[O:8][C:9]1[CH:18]=[CH:17][CH:16]=[C:15]2[C:10]=1[CH2:11][CH2:12][CH2:13][N:14]2[CH2:19][CH2:20][CH2:21][O:22][C:23]1[CH:28]=[CH:27][C:26]([O:29][C:30]([F:33])([F:32])[F:31])=[CH:25][CH:24]=1.C(=O)([O-])O.[Na+]. Product: [F:32][C:30]([F:31])([F:33])[O:29][C:26]1[CH:27]=[CH:28][C:23]([O:22][CH2:21][CH2:20][CH2:19][N:14]2[C:15]3[CH:16]=[CH:17][CH:18]=[C:9]([OH:8])[C:10]=3[CH2:11][CH2:12][CH2:13]2)=[CH:24][CH:25]=1. The catalyst class is: 8. (2) Reactant: [NH2:1][CH2:2][C:3]1[C:4]([F:20])=[C:5]([O:10][C:11]2[CH:12]=[C:13]([CH:16]=[C:17]([Cl:19])[CH:18]=2)[C:14]#[N:15])[C:6]([Br:9])=[CH:7][CH:8]=1.[Br:21][C:22]1[N:23]=[C:24]([CH3:30])[NH:25][C:26]=1[C:27](O)=[O:28].CN(C(ON1N=NC2C=CC=NC1=2)=[N+](C)C)C.F[P-](F)(F)(F)(F)F.CCN(C(C)C)C(C)C. Product: [Br:21][C:22]1[N:23]=[C:24]([CH3:30])[NH:25][C:26]=1[C:27]([NH:1][CH2:2][C:3]1[CH:8]=[CH:7][C:6]([Br:9])=[C:5]([O:10][C:11]2[CH:12]=[C:13]([C:14]#[N:15])[CH:16]=[C:17]([Cl:19])[CH:18]=2)[C:4]=1[F:20])=[O:28]. The catalyst class is: 3. (3) Reactant: [C:1]([C:4]1[CH:9]=[CH:8][CH:7]=[CH:6][CH:5]=1)(=[O:3])[CH3:2].[OH-].[K+]. Product: [CH3:2][C@@H:1]([OH:3])[C:4]1[CH:9]=[CH:8][CH:7]=[CH:6][CH:5]=1. The catalyst class is: 32. (4) Reactant: [F:1][C:2]([F:27])([F:26])[C:3]1[NH:7][N:6]=[C:5]([C:8]2[CH:13]=[CH:12][C:11]([C@H:14]3[CH2:19][CH2:18][C@H:17]([CH2:20][C:21](OCC)=[O:22])[CH2:16][CH2:15]3)=[CH:10][CH:9]=2)[CH:4]=1.[CH3:28][NH:29][CH2:30][C:31]([O:33][CH3:34])=[O:32].F[P-](F)(F)(F)(F)F.N1(OC(N(C)C)=[N+](C)C)C2N=CC=CC=2N=N1.C(N(C(C)C)CC)(C)C. Product: [CH3:28][N:29]([C:21](=[O:22])[CH2:20][C@H:17]1[CH2:16][CH2:15][C@H:14]([C:11]2[CH:12]=[CH:13][C:8]([C:5]3[NH:6][N:7]=[C:3]([C:2]([F:1])([F:26])[F:27])[CH:4]=3)=[CH:9][CH:10]=2)[CH2:19][CH2:18]1)[CH2:30][C:31]([O:33][CH3:34])=[O:32]. The catalyst class is: 9. (5) Reactant: CC1(C)C(C)(C)OB([C:9]2[CH:10]=[C:11]3[C:15](=[CH:16][CH:17]=2)[CH:14]([NH:18][S:19]([CH:22]([CH3:24])[CH3:23])(=[O:21])=[O:20])[CH2:13][CH2:12]3)O1.[OH:26]OS([O-])=O.[K+]. Product: [OH:26][C:9]1[CH:10]=[C:11]2[C:15](=[CH:16][CH:17]=1)[CH:14]([NH:18][S:19]([CH:22]([CH3:24])[CH3:23])(=[O:21])=[O:20])[CH2:13][CH2:12]2. The catalyst class is: 95. (6) Reactant: [F:1][C:2]1[CH:7]=[CH:6][CH:5]=[CH:4][C:3]=1[C:8]1[C:13]([C:14](O)=[O:15])=[CH:12][N:11]=[C:10]([N:17]2[CH2:22][CH2:21][O:20][CH2:19][CH2:18]2)[N:9]=1.C(Cl)(=O)C(Cl)=O.[CH:29]([NH:32][CH2:33][C:34]1[CH:39]=[CH:38][CH:37]=[CH:36][CH:35]=1)([CH3:31])[CH3:30]. Product: [CH2:33]([N:32]([CH:29]([CH3:31])[CH3:30])[C:14]([C:13]1[C:8]([C:3]2[CH:4]=[CH:5][CH:6]=[CH:7][C:2]=2[F:1])=[N:9][C:10]([N:17]2[CH2:18][CH2:19][O:20][CH2:21][CH2:22]2)=[N:11][CH:12]=1)=[O:15])[C:34]1[CH:39]=[CH:38][CH:37]=[CH:36][CH:35]=1. The catalyst class is: 59.